From a dataset of Full USPTO retrosynthesis dataset with 1.9M reactions from patents (1976-2016). Predict the reactants needed to synthesize the given product. (1) Given the product [CH2:13]([N:20]1[C:21]2[C:30]3[CH:29]=[CH:28][CH:27]=[CH:26][C:25]=3[N:24]=[CH:23][C:22]=2[N:32]=[C:1]1[OH:2])[C:14]1[CH:19]=[CH:18][CH:17]=[CH:16][CH:15]=1, predict the reactants needed to synthesize it. The reactants are: [C:1](N1C=CN=C1)(N1C=CN=C1)=[O:2].[CH2:13]([NH:20][C:21]1[C:30]2[C:25](=[CH:26][CH:27]=[CH:28][CH:29]=2)[N:24]=[C:23](Cl)[C:22]=1[NH2:32])[C:14]1[CH:19]=[CH:18][CH:17]=[CH:16][CH:15]=1. (2) Given the product [Cl:15][C:16]1[C:17]([CH3:26])=[C:18]2[C:22](=[CH:23][CH:24]=1)[NH:21][C:20](=[O:25])[C:19]2=[CH:12][C:9]1[NH:8][C:7]([CH3:14])=[C:6]([CH2:5][CH2:4][C:1]([OH:3])=[O:2])[C:10]=1[CH3:11], predict the reactants needed to synthesize it. The reactants are: [C:1]([CH2:4][CH2:5][C:6]1[C:10]([CH3:11])=[C:9]([CH:12]=O)[NH:8][C:7]=1[CH3:14])([OH:3])=[O:2].[Cl:15][C:16]1[C:17]([CH3:26])=[C:18]2[C:22](=[CH:23][CH:24]=1)[NH:21][C:20](=[O:25])[CH2:19]2. (3) Given the product [F:15][C:13]1[CH:14]=[C:9]([CH2:8][CH2:7][C:6]([OH:21])=[O:5])[CH:10]=[C:11]([F:20])[C:12]=1[C:16]([F:19])([F:17])[F:18], predict the reactants needed to synthesize it. The reactants are: C([O:5][C:6](=[O:21])[CH2:7][CH2:8][C:9]1[CH:14]=[C:13]([F:15])[C:12]([C:16]([F:19])([F:18])[F:17])=[C:11]([F:20])[CH:10]=1)CCC.[OH-].[Na+]. (4) Given the product [ClH:28].[F:1][C:2]1[C:3]([N:10]2[CH:27]=[C:13]3[C:14]([NH:19][C:20]4[CH:25]=[C:24]([CH3:26])[N:23]=[CH:22][N:21]=4)=[N:15][CH:16]=[C:17]([F:18])[C:12]3=[N:11]2)=[C:4]([CH:7]=[CH:8][CH:9]=1)[C:5]#[N:6], predict the reactants needed to synthesize it. The reactants are: [F:1][C:2]1[C:3]([N:10]2[CH:27]=[C:13]3[C:14]([NH:19][C:20]4[CH:25]=[C:24]([CH3:26])[N:23]=[CH:22][N:21]=4)=[N:15][CH:16]=[C:17]([F:18])[C:12]3=[N:11]2)=[C:4]([CH:7]=[CH:8][CH:9]=1)[C:5]#[N:6].[ClH:28].